Dataset: Reaction yield outcomes from USPTO patents with 853,638 reactions. Task: Predict the reaction yield, written as a fraction of the theoretical maximum amount of product (1.0 means a 100% yield; for example, 0.34 means a 34% yield). The reactants are [NH:1]1[C:5]2=[N:6][CH:7]=[CH:8][CH:9]=[C:4]2[C:3]([CH:10]=[C:11]2[O:15][C:14]([NH:16][C:17]3[CH:22]=[CH:21][C:20]([Cl:23])=[CH:19][CH:18]=3)=[C:13](C(OCC)=O)[C:12]2=[O:29])=[CH:2]1. The catalyst is CN(C)C=O. The product is [NH:1]1[C:5]2=[N:6][CH:7]=[CH:8][CH:9]=[C:4]2[C:3]([CH:10]=[C:11]2[C:12](=[O:29])[CH:13]=[C:14]([NH:16][C:17]3[CH:18]=[CH:19][C:20]([Cl:23])=[CH:21][CH:22]=3)[O:15]2)=[CH:2]1. The yield is 0.170.